This data is from Forward reaction prediction with 1.9M reactions from USPTO patents (1976-2016). The task is: Predict the product of the given reaction. (1) Given the reactants CS(O)(=O)=O.O=P12OP3(OP(OP(O3)(O1)=O)(=O)O2)=O.[CH3:20][C:21]1[CH:26]=[CH:25][CH:24]=[C:23]([CH3:27])[C:22]=1[OH:28].[CH3:29][S:30]([CH3:32])=O.N#N.[OH-].[NH4+].[F:37][C:38]([F:53])([S:49]([O-:52])(=[O:51])=[O:50])[C:39]([F:48])([F:47])[C:40]([F:46])([F:45])[C:41]([F:44])([F:43])[F:42].[K+], predict the reaction product. The product is: [F:53][C:38]([F:37])([S:49]([O-:52])(=[O:51])=[O:50])[C:39]([F:47])([F:48])[C:40]([F:46])([F:45])[C:41]([F:44])([F:43])[F:42].[CH3:29][S+:30]([CH3:32])[C:25]1[CH:24]=[C:23]([CH3:27])[C:22]([OH:28])=[C:21]([CH3:20])[CH:26]=1. (2) Given the reactants C([O:3][C:4]([C:6]1[S:10][C:9]([N:11]=[N+:12]=[N-:13])=[N:8][C:7]=1[C:14]1[CH:19]=[CH:18][C:17]([C:20]([F:23])([F:22])[F:21])=[CH:16][CH:15]=1)=[O:5])C.O1CCCC1.O.[OH-].[Li+], predict the reaction product. The product is: [N:11]([C:9]1[S:10][C:6]([C:4]([OH:5])=[O:3])=[C:7]([C:14]2[CH:19]=[CH:18][C:17]([C:20]([F:23])([F:21])[F:22])=[CH:16][CH:15]=2)[N:8]=1)=[N+:12]=[N-:13]. (3) Given the reactants [CH3:1][CH:2]1[CH:11]=[CH:10][C:9]2[C:4](=[N:5][C:6]([CH3:12])=[CH:7][CH:8]=2)[NH:3]1.[H][H], predict the reaction product. The product is: [CH3:12][CH:6]1[CH2:7][CH2:8][C:9]2[C:4](=[N:3][C:2]([CH3:1])=[CH:11][CH:10]=2)[NH:5]1. (4) The product is: [ClH:19].[Cl:19][C:16]1[CH:17]=[CH:18][C:11]2[CH2:10][CH2:9][NH:8][CH2:14][CH2:13][C:12]=2[C:15]=1[S:20][CH2:21][C:29]1[CH:30]=[N:31][CH:32]=[CH:33][CH:34]=1. Given the reactants C(OC([N:8]1[CH2:14][CH2:13][C:12]2[C:15]([S:20][C:21](=O)N(C)C)=[C:16]([Cl:19])[CH:17]=[CH:18][C:11]=2[CH2:10][CH2:9]1)=O)(C)(C)C.Br.BrC[C:29]1[CH:30]=[N:31][CH:32]=[CH:33][CH:34]=1, predict the reaction product. (5) Given the reactants Cl[C:2]1[N:10]=[CH:9][N:8]=[C:7]2[C:3]=1[N:4]=[C:5]([C:18]1[CH:23]=[CH:22][C:21]([Cl:24])=[CH:20][C:19]=1[Cl:25])[N:6]2[C:11]1[CH:16]=[CH:15][C:14]([Cl:17])=[CH:13][CH:12]=1.[N:26]12CCN(CC1)C[CH2:27]2, predict the reaction product. The product is: [Cl:17][C:14]1[CH:13]=[CH:12][C:11]([N:6]2[C:5]([C:18]3[CH:23]=[CH:22][C:21]([Cl:24])=[CH:20][C:19]=3[Cl:25])=[N:4][C:3]3[C:7]2=[N:8][CH:9]=[N:10][C:2]=3[C:27]#[N:26])=[CH:16][CH:15]=1.